Dataset: Reaction yield outcomes from USPTO patents with 853,638 reactions. Task: Predict the reaction yield, written as a fraction of the theoretical maximum amount of product (1.0 means a 100% yield; for example, 0.34 means a 34% yield). (1) The reactants are [NH2:1][C:2]1[CH:10]=[C:9]([Cl:11])[CH:8]=[CH:7][C:3]=1[C:4]([OH:6])=[O:5].Cl.[CH3:13]O. No catalyst specified. The product is [NH2:1][C:2]1[CH:10]=[C:9]([Cl:11])[CH:8]=[CH:7][C:3]=1[C:4]([O:6][CH3:13])=[O:5]. The yield is 0.620. (2) The reactants are [Cl:1][C:2]1[CH:7]=[CH:6][C:5]([C:8]2([OH:22])[CH2:13][CH2:12][N:11]([C:14]([O:16][C:17]([CH3:20])([CH3:19])[CH3:18])=[O:15])[CH2:10][CH:9]2[OH:21])=[CH:4][CH:3]=1.[H-].[Na+].[CH3:25][O:26][C:27]1[CH:34]=[CH:33][C:30]([CH2:31]Cl)=[CH:29][CH:28]=1. The catalyst is CS(C)=O. The product is [Cl:1][C:2]1[CH:3]=[CH:4][C:5]([C:8]2([OH:22])[CH2:13][CH2:12][N:11]([C:14]([O:16][C:17]([CH3:19])([CH3:18])[CH3:20])=[O:15])[CH2:10][CH:9]2[O:21][CH2:31][C:30]2[CH:33]=[CH:34][C:27]([O:26][CH3:25])=[CH:28][CH:29]=2)=[CH:6][CH:7]=1. The yield is 0.380.